This data is from Full USPTO retrosynthesis dataset with 1.9M reactions from patents (1976-2016). The task is: Predict the reactants needed to synthesize the given product. (1) Given the product [CH3:24][C:19]([NH:18][C:10](=[O:12])[C:9]1[CH:13]=[CH:14][CH:15]=[N:16][C:8]=1[NH:7][C:1]1[CH:2]=[CH:3][CH:4]=[CH:5][CH:6]=1)([CH2:22][CH3:23])[C:20]#[CH:21], predict the reactants needed to synthesize it. The reactants are: [C:1]1([NH:7][C:8]2[N:16]=[CH:15][CH:14]=[CH:13][C:9]=2[C:10]([OH:12])=O)[CH:6]=[CH:5][CH:4]=[CH:3][CH:2]=1.Cl.[NH2:18][C:19]([CH3:24])([CH2:22][CH3:23])[C:20]#[CH:21].C1C=CC2N(O)N=NC=2C=1.CCN=C=NCCCN(C)C.CCN(C(C)C)C(C)C. (2) Given the product [Cl:23][C:17]1[CH:18]=[CH:19][CH:20]=[C:21]([Cl:22])[C:16]=1[C:9]1[C:8]([CH2:7][O:6][C:5]2[CH:24]=[CH:25][C:2]([C:42]3[S:41][C:40]4[CH:39]=[CH:38][CH:37]=[C:36]([C:33]([OH:35])=[O:34])[C:44]=4[CH:43]=3)=[C:3]([CH3:26])[CH:4]=2)=[C:12]([CH:13]([CH3:15])[CH3:14])[O:11][N:10]=1, predict the reactants needed to synthesize it. The reactants are: Br[C:2]1[CH:25]=[CH:24][C:5]([O:6][CH2:7][C:8]2[C:9]([C:16]3[C:21]([Cl:22])=[CH:20][CH:19]=[CH:18][C:17]=3[Cl:23])=[N:10][O:11][C:12]=2[CH:13]([CH3:15])[CH3:14])=[CH:4][C:3]=1[CH3:26].C(=O)([O-])[O-].[Na+].[Na+].[C:33]([C:36]1[C:44]2[CH:43]=[C:42](B(O)O)[S:41][C:40]=2[CH:39]=[CH:38][CH:37]=1)([OH:35])=[O:34]. (3) Given the product [C:1]([O:5][C:6](=[O:28])[NH:7][C@H:8]([C:10]1[N:18]([C:19]2[CH:24]=[CH:23][CH:22]=[C:21]([C:25]#[N:26])[CH:20]=2)[C:13]2[CH:14]=[CH:15][CH:16]=[CH:17][C:12]=2[N:11]=1)[CH3:9])([CH3:4])([CH3:3])[CH3:2], predict the reactants needed to synthesize it. The reactants are: [C:1]([O:5][C:6](=[O:28])[NH:7][C@H:8]([C:10](=O)[NH:11][C:12]1[CH:17]=[CH:16][CH:15]=[CH:14][C:13]=1[NH:18][C:19]1[CH:24]=[CH:23][CH:22]=[C:21]([C:25]#[N:26])[CH:20]=1)[CH3:9])([CH3:4])([CH3:3])[CH3:2]. (4) The reactants are: [C:1]([O:5][C:6]1[CH:14]=[CH:13][C:12]([S:15]([CH3:18])(=[O:17])=[O:16])=[CH:11][C:7]=1[C:8]([OH:10])=O)([CH3:4])([CH3:3])[CH3:2].[N:19]1([C:25]2[S:26][C:27]([C:30]#[N:31])=[CH:28][N:29]=2)[CH2:24][CH2:23][NH:22][CH2:21][CH2:20]1. Given the product [C:1]([O:5][C:6]1[CH:14]=[CH:13][C:12]([S:15]([CH3:18])(=[O:17])=[O:16])=[CH:11][C:7]=1[C:8]([N:22]1[CH2:23][CH2:24][N:19]([C:25]2[S:26][C:27]([C:30]#[N:31])=[CH:28][N:29]=2)[CH2:20][CH2:21]1)=[O:10])([CH3:2])([CH3:3])[CH3:4], predict the reactants needed to synthesize it.